From a dataset of Full USPTO retrosynthesis dataset with 1.9M reactions from patents (1976-2016). Predict the reactants needed to synthesize the given product. (1) Given the product [N:15]1[CH:18]=[N:19][N:12]2[CH:13]=[CH:14][C:9]([OH:8])=[CH:10][C:11]=12, predict the reactants needed to synthesize it. The reactants are: C([O:8][C:9]1[CH:14]=[CH:13][N:12]=[C:11]([NH2:15])[CH:10]=1)C1C=CC=CC=1.CO[CH:18](OC)[N:19](C)C. (2) Given the product [N:15]1([C:20]2[CH:25]=[CH:24][C:23]([CH2:26][NH:27][S:2]([C:5]3[CH:14]=[CH:13][C:8]([C:9]([O:11][CH3:12])=[O:10])=[CH:7][CH:6]=3)(=[O:4])=[O:3])=[CH:22][CH:21]=2)[CH:19]=[CH:18][CH:17]=[N:16]1, predict the reactants needed to synthesize it. The reactants are: Cl[S:2]([C:5]1[CH:14]=[CH:13][C:8]([C:9]([O:11][CH3:12])=[O:10])=[CH:7][CH:6]=1)(=[O:4])=[O:3].[N:15]1([C:20]2[CH:25]=[CH:24][C:23]([CH2:26][NH2:27])=[CH:22][CH:21]=2)[CH:19]=[CH:18][CH:17]=[N:16]1. (3) Given the product [F:1][C:2]1[CH:3]=[C:4]([O:10][CH3:11])[CH:5]=[C:6]([O:8][CH3:9])[C:7]=1[CH:20]=[O:21], predict the reactants needed to synthesize it. The reactants are: [F:1][C:2]1[CH:7]=[C:6]([O:8][CH3:9])[CH:5]=[C:4]([O:10][CH3:11])[CH:3]=1.P(Cl)(Cl)(Cl)=O.CN([CH:20]=[O:21])C. (4) Given the product [CH3:1][C:2]1[N:7]=[C:6]([N:8]2[CH2:13][CH2:12][CH:11]([NH:14][CH3:15])[CH2:10][CH2:9]2)[CH:5]=[C:4]([CH3:26])[N:3]=1, predict the reactants needed to synthesize it. The reactants are: [CH3:1][C:2]1[N:7]=[C:6]([N:8]2[CH2:13][CH2:12][CH:11]([N:14](C)[C:15](=O)OCC3C=CC=CC=3)[CH2:10][CH2:9]2)[CH:5]=[C:4]([CH3:26])[N:3]=1. (5) Given the product [CH3:21]/[C:16](/[CH:15]=[CH:14]/[CH:13]=[C:12](\[CH3:22])/[CH:11]=[CH:10]/[C:3]1[C:4]([CH3:8])([CH3:9])[CH2:5][CH2:6][CH2:7][C:2]=1[CH3:1])=[CH:17]/[C:18]([NH:23][C:24]1[CH:29]=[CH:28][N:27]=[CH:26][CH:25]=1)=[O:20], predict the reactants needed to synthesize it. The reactants are: [CH3:1][C:2]1[CH2:7][CH2:6][CH2:5][C:4]([CH3:9])([CH3:8])[C:3]=1/[CH:10]=[CH:11]/[C:12](/[CH3:22])=[CH:13]/[CH:14]=[CH:15]/[C:16](/[CH3:21])=[CH:17]/[C:18]([OH:20])=O.[NH2:23][C:24]1[CH:29]=[CH:28][N:27]=[CH:26][CH:25]=1.C1CCC(N=C=NC2CCCCC2)CC1. (6) Given the product [Br:1][C:2]1[CH:3]=[CH:4][C:5]([Cl:29])=[C:6]([CH:7]=1)[CH2:8][C:10]1[CH:11]=[C:12]2[C:17](=[CH:18][CH:19]=1)[N:16]([CH2:20][C:21]1[CH:22]=[CH:23][C:24]([O:27][CH3:28])=[CH:25][CH:26]=1)[CH2:15][CH2:14][CH2:13]2, predict the reactants needed to synthesize it. The reactants are: [Br:1][C:2]1[CH:3]=[CH:4][C:5]([Cl:29])=[C:6]([CH:8]([C:10]2[CH:11]=[C:12]3[C:17](=[CH:18][CH:19]=2)[N:16]([CH2:20][C:21]2[CH:26]=[CH:25][C:24]([O:27][CH3:28])=[CH:23][CH:22]=2)[CH2:15][CH2:14][CH2:13]3)O)[CH:7]=1.[SiH](CC)(CC)CC.B(F)(F)F.CCOCC. (7) Given the product [Br:11][CH2:9][CH2:8][C:4]1[S:5][CH:6]=[CH:7][C:3]=1[CH2:2][Br:12], predict the reactants needed to synthesize it. The reactants are: O[CH2:2][C:3]1[CH:7]=[CH:6][S:5][C:4]=1[CH2:8][CH2:9]O.[Br-:11].[Br-:12].C1(P(C2C=CC=CC=2)C2C=CC=CC=2)C=CC=CC=1.CCCCCC.C(OCC)(=O)C. (8) Given the product [I:1][C:2]1[CH:10]=[CH:9][C:5]([C:6]2[O:8][N:27]=[C:22]([CH3:23])[N:21]=2)=[C:4]([O:11][CH3:12])[CH:3]=1, predict the reactants needed to synthesize it. The reactants are: [I:1][C:2]1[CH:10]=[CH:9][C:5]([C:6]([OH:8])=O)=[C:4]([O:11][CH3:12])[CH:3]=1.CN(C(O[N:21]1N=N[C:23]2C=CC=[N:27][C:22]1=2)=[N+](C)C)C.F[P-](F)(F)(F)(F)F.CCN(C(C)C)C(C)C.C1C=CC2N(O)N=NC=2C=1.C(=NO)(N)C. (9) Given the product [CH3:8][O:9][C:10]1[C:11]([CH3:19])=[C:12]([C:13]2[O:6][C:5](=[O:7])[C:2]3([CH2:4][CH2:3]3)[N:1]=2)[CH:16]=[CH:17][CH:18]=1, predict the reactants needed to synthesize it. The reactants are: [NH2:1][C:2]1([C:5]([OH:7])=[O:6])[CH2:4][CH2:3]1.[CH3:8][O:9][C:10]1[C:11]([CH3:19])=[C:12]([CH:16]=[CH:17][CH:18]=1)[C:13](Cl)=O. (10) Given the product [CH3:1][C:2]1([CH3:35])[CH2:11][CH:10]=[C:9]([C:12]2[S:13][CH:14]=[CH:15][CH:16]=2)[C:8]2[CH:7]=[C:6]([C:17]([O:19][C:20]3[CH:21]=[CH:22][C:23]([C:24]([OH:26])=[O:25])=[CH:33][CH:34]=3)=[O:18])[CH:5]=[CH:4][C:3]1=2, predict the reactants needed to synthesize it. The reactants are: [CH3:1][C:2]1([CH3:35])[CH2:11][CH:10]=[C:9]([C:12]2[S:13][CH:14]=[CH:15][CH:16]=2)[C:8]2[CH:7]=[C:6]([C:17]([O:19][C:20]3[CH:34]=[CH:33][C:23]([C:24]([O:26]CC[Si](C)(C)C)=[O:25])=[CH:22][CH:21]=3)=[O:18])[CH:5]=[CH:4][C:3]1=2.[F-].C([N+](CCCC)(CCCC)CCCC)CCC.